This data is from Forward reaction prediction with 1.9M reactions from USPTO patents (1976-2016). The task is: Predict the product of the given reaction. Given the reactants C(OC([N:8]1[CH2:13][CH2:12][CH:11]([NH:14][C:15]2[N:24]=[C:23]([C:25]3[CH:30]=[CH:29][CH:28]=[CH:27][C:26]=3[F:31])[C:22]3[C:17](=[CH:18][CH:19]=[C:20]([Cl:32])[CH:21]=3)[N:16]=2)[CH2:10][CH2:9]1)=O)(C)(C)C, predict the reaction product. The product is: [ClH:32].[ClH:32].[Cl:32][C:20]1[CH:21]=[C:22]2[C:17](=[CH:18][CH:19]=1)[N:16]=[C:15]([NH:14][CH:11]1[CH2:10][CH2:9][NH:8][CH2:13][CH2:12]1)[N:24]=[C:23]2[C:25]1[CH:30]=[CH:29][CH:28]=[CH:27][C:26]=1[F:31].